Task: Predict the reactants needed to synthesize the given product.. Dataset: Retrosynthesis with 50K atom-mapped reactions and 10 reaction types from USPTO (1) Given the product CC(C)(C)c1csc(-c2cccc(O)c2)n1, predict the reactants needed to synthesize it. The reactants are: COc1cccc(-c2nc(C(C)(C)C)cs2)c1. (2) Given the product COC(=O)[C@H](CCOCOCc1ccccc1)O[Si](C)(C)C(C)(C)C, predict the reactants needed to synthesize it. The reactants are: COC(=O)[C@H](CCO)O[Si](C)(C)C(C)(C)C.ClCOCc1ccccc1. (3) Given the product COc1cccc(-c2ccc(Br)cc2S(C)(=O)=O)c1, predict the reactants needed to synthesize it. The reactants are: COc1cccc(B(O)O)c1.CS(=O)(=O)c1cc(Br)ccc1I. (4) The reactants are: BrCCOc1ccccc1.O=c1[nH]ccc2cc(OC3CCNCC3)ccc12. Given the product O=c1[nH]ccc2cc(OC3CCN(CCOc4ccccc4)CC3)ccc12, predict the reactants needed to synthesize it. (5) Given the product CCC(COS(C)(=O)=O)Nc1ccc(C(F)(F)F)cc1[N+](=O)[O-], predict the reactants needed to synthesize it. The reactants are: CCC(CO)Nc1ccc(C(F)(F)F)cc1[N+](=O)[O-].CS(=O)(=O)Cl. (6) Given the product CC(C)(C)OC(=O)N1CCC(n2c(=O)[nH]c3cc(Br)sc3c2=O)CC1, predict the reactants needed to synthesize it. The reactants are: COC(=O)c1sc(Br)cc1NC(=O)NC1CCN(C(=O)OC(C)(C)C)CC1. (7) Given the product C#CC(C)(C)Nc1ccc(Br)cc1, predict the reactants needed to synthesize it. The reactants are: C#CC(C)(C)Cl.Nc1ccc(Br)cc1.